From a dataset of Forward reaction prediction with 1.9M reactions from USPTO patents (1976-2016). Predict the product of the given reaction. (1) Given the reactants Br[CH2:2][C:3]([C:5]1[CH:10]=[CH:9][C:8]([C:11]#[N:12])=[CH:7][CH:6]=1)=[O:4].C([O-])=[O:14].[Na+], predict the reaction product. The product is: [OH:14][CH2:2][C:3]([C:5]1[CH:10]=[CH:9][C:8]([C:11]#[N:12])=[CH:7][CH:6]=1)=[O:4]. (2) Given the reactants [F:1][C:2]1[CH:7]=[CH:6][C:5]([CH:8]([OH:26])[CH:9]([CH2:15][C:16]2[CH:21]=[CH:20][C:19]([C:22]([F:25])([F:24])[F:23])=[CH:18][CH:17]=2)[C:10]([O:12]CC)=[O:11])=[CH:4][CH:3]=1.[OH-].[Na+], predict the reaction product. The product is: [F:1][C:2]1[CH:3]=[CH:4][C:5]([CH:8]([OH:26])[CH:9]([CH2:15][C:16]2[CH:21]=[CH:20][C:19]([C:22]([F:24])([F:25])[F:23])=[CH:18][CH:17]=2)[C:10]([OH:12])=[O:11])=[CH:6][CH:7]=1.